From a dataset of Forward reaction prediction with 1.9M reactions from USPTO patents (1976-2016). Predict the product of the given reaction. (1) Given the reactants [NH2:1][C:2]1[CH:7]=[CH:6][CH:5]=[CH:4][C:3]=1[NH:8][C:9](=O)[CH2:10][CH:11]1[CH2:16][N:15]([CH2:17][C:18]2[CH:23]=[CH:22][CH:21]=[CH:20][CH:19]=2)[CH2:14][CH2:13][N:12]1[C:24]([C:26]1[CH:30]=[C:29]([CH3:31])[N:28]([C:32]2[CH:37]=[CH:36][CH:35]=[CH:34][CH:33]=2)[C:27]=1[C:38]1[CH:43]=[CH:42][CH:41]=[CH:40][CH:39]=1)=[O:25], predict the reaction product. The product is: [CH2:17]([N:15]1[CH2:14][CH2:13][N:12]([C:24]([C:26]2[CH:30]=[C:29]([CH3:31])[N:28]([C:32]3[CH:37]=[CH:36][CH:35]=[CH:34][CH:33]=3)[C:27]=2[C:38]2[CH:39]=[CH:40][CH:41]=[CH:42][CH:43]=2)=[O:25])[CH:11]([CH2:10][C:9]2[NH:1][C:2]3[CH:7]=[CH:6][CH:5]=[CH:4][C:3]=3[N:8]=2)[CH2:16]1)[C:18]1[CH:23]=[CH:22][CH:21]=[CH:20][CH:19]=1. (2) The product is: [Cl:1][C:2]1[CH:30]=[C:29]([O:31][CH2:32][CH2:33][CH2:34][CH2:35][CH3:36])[CH:28]=[CH:27][C:3]=1[CH2:4][N:5]1[C:9]2[CH:10]=[C:11]([O:15][CH2:16][CH2:17][CH2:18][C:19]([OH:21])=[O:20])[CH:12]=[C:13]([CH3:14])[C:8]=2[N:7]=[C:6]1[O:24][CH2:25][CH3:26]. Given the reactants [Cl:1][C:2]1[CH:30]=[C:29]([O:31][CH2:32][CH2:33][CH2:34][CH2:35][CH3:36])[CH:28]=[CH:27][C:3]=1[CH2:4][N:5]1[C:9]2[CH:10]=[C:11]([O:15][CH2:16][CH2:17][CH2:18][C:19]([O:21]CC)=[O:20])[CH:12]=[C:13]([CH3:14])[C:8]=2[N:7]=[C:6]1[O:24][CH2:25][CH3:26].[OH-].[Na+].Cl, predict the reaction product.